The task is: Predict which catalyst facilitates the given reaction.. This data is from Catalyst prediction with 721,799 reactions and 888 catalyst types from USPTO. (1) Reactant: [C:1]([O:5][C:6](=[O:36])[NH:7][C@@H:8]([CH2:18][C:19]1[C:27]2[C:22](=[CH:23][CH:24]=[C:25]([O:28][Si](C(C)(C)C)(C)C)[CH:26]=2)[NH:21][CH:20]=1)[C:9]([N:11]1[CH2:15][CH2:14][CH2:13][C@H:12]1[C:16]#[N:17])=[O:10])([CH3:4])([CH3:3])[CH3:2].[F-].C([NH3+])(C)(C)C. Product: [C:1]([O:5][C:6](=[O:36])[NH:7][C@@H:8]([CH2:18][C:19]1[C:27]2[C:22](=[CH:23][CH:24]=[C:25]([OH:28])[CH:26]=2)[NH:21][CH:20]=1)[C:9]([N:11]1[CH2:15][CH2:14][CH2:13][C@H:12]1[C:16]#[N:17])=[O:10])([CH3:4])([CH3:2])[CH3:3]. The catalyst class is: 54. (2) Reactant: [Cl:1][C:2]1[C:7]2[O:8][C:9]3[C:18]([CH3:19])=[CH:17][C:16]([C:20]([OH:22])=[O:21])=[CH:15][C:10]=3[S:11](=[O:14])(=[O:13])[CH2:12][C:6]=2[CH:5]=[C:4]([S:23](Cl)(=[O:25])=[O:24])[CH:3]=1.[CH3:27][N:28]1[CH2:33][CH2:32][NH:31][CH2:30][CH2:29]1.O. Product: [Cl:1][C:2]1[C:7]2[O:8][C:9]3[C:18]([CH3:19])=[CH:17][C:16]([C:20]([OH:22])=[O:21])=[CH:15][C:10]=3[S:11](=[O:14])(=[O:13])[CH2:12][C:6]=2[CH:5]=[C:4]([S:23]([N:31]2[CH2:32][CH2:33][N:28]([CH3:27])[CH2:29][CH2:30]2)(=[O:25])=[O:24])[CH:3]=1. The catalyst class is: 13. (3) Reactant: [CH3:1][NH2:2].[F:3][C:4]1[C:12]([F:13])=[C:11](F)[C:10]([N+:15]([O-:17])=[O:16])=[CH:9][C:5]=1[C:6]([OH:8])=[O:7].Cl. Product: [F:3][C:4]1[C:12]([F:13])=[C:11]([NH:2][CH3:1])[C:10]([N+:15]([O-:17])=[O:16])=[CH:9][C:5]=1[C:6]([OH:8])=[O:7]. The catalyst class is: 6. (4) Reactant: [CH2:1]([O:3][C:4]([C:6]1[CH:7]2[N:30]([CH3:31])[CH:11]([CH2:12][C:13]=1[C:14]1[S:15][C:16]([CH2:20][CH2:21][O:22][Si](C(C)(C)C)(C)C)=[C:17]([CH3:19])[N:18]=1)[CH2:10][N:9]([C:32]([O:34][C:35]([CH3:38])([CH3:37])[CH3:36])=[O:33])[CH2:8]2)=[O:5])[CH3:2].C([O-])(O)=[O:40].[Na+].ClC(OC(Cl)=O)C.CCN(C(C)C)C(C)C.[CH3:60][C:61]([O:64]C(OC([O:64][C:61]([CH3:63])([CH3:62])[CH3:60])=O)=O)([CH3:63])[CH3:62]. Product: [CH2:1]([O:3][C:4]([C:6]1[CH:7]2[N:30]([C:31]([O:64][C:61]([CH3:63])([CH3:62])[CH3:60])=[O:40])[CH:11]([CH2:12][C:13]=1[C:14]1[S:15][C:16]([CH2:20][CH2:21][OH:22])=[C:17]([CH3:19])[N:18]=1)[CH2:10][N:9]([C:32]([O:34][C:35]([CH3:38])([CH3:37])[CH3:36])=[O:33])[CH2:8]2)=[O:5])[CH3:2]. The catalyst class is: 2. (5) Reactant: C(OC([N:8]1[CH2:15][CH2:14][CH2:13][CH2:12][N:11]([S:16]([C:19]2[C:20]3[C:21]([F:29])=[CH:22][N:23]=[CH:24][C:25]=3[CH:26]=[CH:27][CH:28]=2)(=[O:18])=[O:17])[C@@H:10]([CH3:30])[CH2:9]1)=O)(C)(C)C.O1CCOCC1.[ClH:37]. Product: [ClH:37].[ClH:37].[F:29][C:21]1[C:20]2[C:19]([S:16]([N:11]3[CH2:12][CH2:13][CH2:14][CH2:15][NH:8][CH2:9][C@@H:10]3[CH3:30])(=[O:17])=[O:18])=[CH:28][CH:27]=[CH:26][C:25]=2[CH:24]=[N:23][CH:22]=1. The catalyst class is: 22. (6) Reactant: [CH3:1][C:2]1[C:6]([CH2:7][S:8][CH2:9][C:10]([OH:12])=O)=[C:5]([CH3:13])[O:4][N:3]=1.[C:14]1([CH3:26])[CH:19]=[CH:18][CH:17]=[CH:16][C:15]=1[N:20]1[CH2:25][CH2:24][NH:23][CH2:22][CH2:21]1.CCN(CC)CC.C(P1(=O)OP(CCC)(=O)OP(CCC)(=O)O1)CC. Product: [CH3:1][C:2]1[C:6]([CH2:7][S:8][CH2:9][C:10]([N:23]2[CH2:24][CH2:25][N:20]([C:15]3[CH:16]=[CH:17][CH:18]=[CH:19][C:14]=3[CH3:26])[CH2:21][CH2:22]2)=[O:12])=[C:5]([CH3:13])[O:4][N:3]=1. The catalyst class is: 2. (7) Reactant: [Al+3].[Cl-].[Cl-].[Cl-].[CH:5]1([NH2:11])[CH2:10][CH2:9][CH2:8][CH2:7][CH2:6]1.C[O:13][C:14]([C:16]1[C:20]([CH2:21][OH:22])=[C:19]([C:23]2[CH:28]=[CH:27][C:26]([OH:29])=[CH:25][CH:24]=2)[N:18]([C:30]2[CH:35]=[CH:34][C:33]([Cl:36])=[CH:32][C:31]=2[Cl:37])[N:17]=1)=O. Product: [CH:5]1([NH:11][C:14]([C:16]2[C:20]([CH2:21][OH:22])=[C:19]([C:23]3[CH:28]=[CH:27][C:26]([OH:29])=[CH:25][CH:24]=3)[N:18]([C:30]3[CH:35]=[CH:34][C:33]([Cl:36])=[CH:32][C:31]=3[Cl:37])[N:17]=2)=[O:13])[CH2:10][CH2:9][CH2:8][CH2:7][CH2:6]1. The catalyst class is: 26.